Dataset: Full USPTO retrosynthesis dataset with 1.9M reactions from patents (1976-2016). Task: Predict the reactants needed to synthesize the given product. Given the product [F:15][C:16]1[N:17]=[CH:18][C:19]([N:4]2[C@@H:3]([C:8]3[CH:9]=[CH:10][CH:11]=[CH:12][CH:13]=3)[C:2]([CH3:14])([CH3:1])[O:6][C:5]2=[O:7])=[CH:20][CH:21]=1, predict the reactants needed to synthesize it. The reactants are: [CH3:1][C:2]1([CH3:14])[O:6][C:5](=[O:7])[NH:4][C@H:3]1[C:8]1[CH:13]=[CH:12][CH:11]=[CH:10][CH:9]=1.[F:15][C:16]1[CH:21]=[CH:20][C:19](I)=[CH:18][N:17]=1.P([O-])([O-])([O-])=O.[K+].[K+].[K+].CNCCNC.